Dataset: Reaction yield outcomes from USPTO patents with 853,638 reactions. Task: Predict the reaction yield, written as a fraction of the theoretical maximum amount of product (1.0 means a 100% yield; for example, 0.34 means a 34% yield). The reactants are [CH2:1]1[CH:5]2[CH:6]([C:8]3ON=C(N)[N:9]=3)C[N:3]([CH2:4]2)[CH2:2]1.[C:14]([Cu])#[N:15].CN(C=[O:21])C. The catalyst is O. The product is [N:15]1[O:21][N:9]=[C:8]2[CH:6]=[C:5]([C:4]#[N:3])[CH:1]=[CH:2][C:14]=12. The yield is 0.480.